From a dataset of Full USPTO retrosynthesis dataset with 1.9M reactions from patents (1976-2016). Predict the reactants needed to synthesize the given product. (1) The reactants are: [CH2:1]([O:3][C:4]([C:6]1[CH:7]=[C:8]2[C:13](=[CH:14][CH:15]=1)[NH:12][CH:11]([C:16]1[CH:21]=[C:20]([Cl:22])[CH:19]=[C:18]([Br:23])[CH:17]=1)[C:10]([CH3:25])([CH3:24])[CH:9]2O)=[O:5])[CH3:2].FC(F)(F)C(O)=O. Given the product [CH2:1]([O:3][C:4]([C:6]1[CH:7]=[C:8]2[C:13](=[CH:14][CH:15]=1)[NH:12][CH:11]([C:16]1[CH:21]=[C:20]([Cl:22])[CH:19]=[C:18]([Br:23])[CH:17]=1)[C:10]([CH3:24])([CH3:25])[CH2:9]2)=[O:5])[CH3:2], predict the reactants needed to synthesize it. (2) Given the product [CH2:1]([O:8][C:9](=[O:14])[C@H:10]([CH2:12][OH:13])[NH:11][C:30](=[O:31])[CH2:29][C@H:28]([O:27][C:15](=[O:26])[CH2:16][CH2:17][CH2:18][CH2:19][CH2:20][CH2:21][CH2:22][CH2:23][CH2:24][CH3:25])[CH2:33][CH2:34][CH2:35][CH2:36][CH2:37][CH2:38][CH2:39][CH2:40][CH2:41][CH2:42][CH3:43])[C:2]1[CH:7]=[CH:6][CH:5]=[CH:4][CH:3]=1, predict the reactants needed to synthesize it. The reactants are: [CH2:1]([O:8][C:9](=[O:14])[C@H:10]([CH2:12][OH:13])[NH2:11])[C:2]1[CH:7]=[CH:6][CH:5]=[CH:4][CH:3]=1.[C:15]([O:27][C@H:28]([CH2:33][CH2:34][CH2:35][CH2:36][CH2:37][CH2:38][CH2:39][CH2:40][CH2:41][CH2:42][CH3:43])[CH2:29][C:30](O)=[O:31])(=[O:26])[CH2:16][CH2:17][CH2:18][CH2:19][CH2:20][CH2:21][CH2:22][CH2:23][CH2:24][CH3:25].C(Cl)CCl.CI. (3) Given the product [CH3:13][O:8][CH2:7][CH:2]1[CH2:3][CH2:4][CH:5]=[CH:6][O:1]1, predict the reactants needed to synthesize it. The reactants are: [O:1]1[CH:6]=[CH:5][CH2:4][CH2:3][CH:2]1[CH2:7][OH:8].[H-].[Na+].[H][H].[CH3:13]I. (4) Given the product [CH:1]1[C:2]([CH2:10][C@@H:11]([NH2:28])[CH2:12][C:13]([N:15]2[CH2:27][C:19]3=[N:20][N:21]=[C:22]([C:23]([F:26])([F:25])[F:24])[N:18]3[CH2:17][CH2:16]2)=[O:14])=[C:3]([F:9])[CH:4]=[C:5]([F:8])[C:6]=1[F:7].[C:37]([O-:39])(=[O:38])/[CH:36]=[CH:35]/[C:34]1[CH:33]=[CH:32][C:31]([OH:40])=[CH:30][CH:29]=1, predict the reactants needed to synthesize it. The reactants are: [CH:1]1[C:2]([CH2:10][C@@H:11]([NH2:28])[CH2:12][C:13]([N:15]2[CH2:27][C:19]3=[N:20][N:21]=[C:22]([C:23]([F:26])([F:25])[F:24])[N:18]3[CH2:17][CH2:16]2)=[O:14])=[C:3]([F:9])[CH:4]=[C:5]([F:8])[C:6]=1[F:7].[CH:29]1[C:34](/[CH:35]=[CH:36]/[C:37]([OH:39])=[O:38])=[CH:33][CH:32]=[C:31]([OH:40])[CH:30]=1.C(OC(C)C)(C)C. (5) Given the product [NH2:1][C:2]1[N:7]([C:8]2[CH:9]=[N:10][CH:11]=[CH:12][CH:13]=2)[C:6](=[S:14])[NH:5][C:4](=[O:15])[C:3]=1[N:16]=[O:17], predict the reactants needed to synthesize it. The reactants are: [NH2:1][C:2]1[N:7]([C:8]2[CH:9]=[N:10][CH:11]=[CH:12][CH:13]=2)[C:6](=[S:14])[NH:5][C:4](=[O:15])[CH:3]=1.[N:16]([O-])=[O:17].[Na+]. (6) The reactants are: [N:1]([CH2:4][CH2:5][CH2:6][C:7]1[CH:12]=[CH:11][C:10]([NH:13][C:14]2[N:19]=[CH:18][C:17]([CH2:20][C:21]([NH2:23])=[O:22])=[C:16]([NH:24][CH2:25][C:26]3[CH:31]=[C:30]([F:32])[CH:29]=[C:28]([F:33])[CH:27]=3)[CH:15]=2)=[CH:9][CH:8]=1)=[N+]=[N-]. Given the product [NH2:1][CH2:4][CH2:5][CH2:6][C:7]1[CH:12]=[CH:11][C:10]([NH:13][C:14]2[N:19]=[CH:18][C:17]([CH2:20][C:21]([NH2:23])=[O:22])=[C:16]([NH:24][CH2:25][C:26]3[CH:31]=[C:30]([F:32])[CH:29]=[C:28]([F:33])[CH:27]=3)[CH:15]=2)=[CH:9][CH:8]=1, predict the reactants needed to synthesize it. (7) Given the product [O:21]=[C:20]1[N:36]([NH:35][S:32]([CH3:31])(=[O:34])=[O:33])[C:3](=[O:30])[C:4]2[C:5](=[CH:6][C:7]([C:15]([F:18])([F:17])[F:16])=[C:8]([CH:10]3[CH2:14][CH2:13][O:12][CH2:11]3)[CH:9]=2)[NH:19]1, predict the reactants needed to synthesize it. The reactants are: CO[C:3](=[O:30])[C:4]1[CH:9]=[C:8]([CH:10]2[CH2:14][CH2:13][O:12][CH2:11]2)[C:7]([C:15]([F:18])([F:17])[F:16])=[CH:6][C:5]=1[NH:19][C:20](OC1C=CC(Cl)=CC=1)=[O:21].[CH3:31][S:32]([NH:35][NH2:36])(=[O:34])=[O:33].CCN(C(C)C)C(C)C. (8) The reactants are: [CH2:1]([NH:4][C:5](=[O:31])[CH2:6][CH2:7][CH2:8][CH2:9][CH2:10][O:11][C:12]1[CH:25]=[CH:24][C:23]2[C:22]3([CH3:26])[CH:17]([C:18]([CH3:28])([CH3:27])[CH2:19][CH2:20][CH2:21]3)[C:16](=O)[C:15](=O)[C:14]=2[CH:13]=1)[C:2]#[CH:3].[C:32]1([NH2:39])[CH:37]=[CH:36][CH:35]=[CH:34][C:33]=1[NH2:38]. Given the product [CH2:1]([NH:4][C:5](=[O:31])[CH2:6][CH2:7][CH2:8][CH2:9][CH2:10][O:11][C:12]1[CH:25]=[CH:24][C:23]2[C:22]3([CH3:26])[CH2:21][CH2:20][CH2:19][C:18]([CH3:27])([CH3:28])[CH:17]3[C:16]3[C:15](=[N:38][C:33]4[C:32]([N:39]=3)=[CH:37][CH:36]=[CH:35][CH:34]=4)[C:14]=2[CH:13]=1)[C:2]#[CH:3], predict the reactants needed to synthesize it. (9) Given the product [CH2:6]([O:13][C:14](=[O:28])[CH:15]([NH:20][C:21]([O:23][C:24]([CH3:27])([CH3:26])[CH3:25])=[O:22])[CH2:16][C:17]([N:3]([O:4][CH3:5])[CH3:2])=[O:19])[C:7]1[CH:8]=[CH:9][CH:10]=[CH:11][CH:12]=1, predict the reactants needed to synthesize it. The reactants are: Cl.[CH3:2][NH:3][O:4][CH3:5].[CH2:6]([O:13][C:14](=[O:28])[CH:15]([NH:20][C:21]([O:23][C:24]([CH3:27])([CH3:26])[CH3:25])=[O:22])[CH2:16][C:17]([OH:19])=O)[C:7]1[CH:12]=[CH:11][CH:10]=[CH:9][CH:8]=1. (10) Given the product [F:30][C:11]1[CH:12]=[C:13]([O:17][C@H:18]2[CH2:23][CH2:22][CH2:21][CH2:20][C@@H:19]2[C:24]2[N:28]([CH3:29])[N:27]=[CH:26][CH:25]=2)[C:14]([CH3:16])=[CH:15][C:10]=1[S:7]([NH:6][C:31]1[CH:36]=[CH:35][N:34]=[CH:33][N:32]=1)(=[O:8])=[O:9], predict the reactants needed to synthesize it. The reactants are: COC1C=C(OC)C=CC=1C[N:6]([C:31]1[CH:36]=[CH:35][N:34]=[CH:33][N:32]=1)[S:7]([C:10]1[CH:15]=[C:14]([CH3:16])[C:13]([O:17][C@H:18]2[CH2:23][CH2:22][CH2:21][CH2:20][C@@H:19]2[C:24]2[N:28]([CH3:29])[N:27]=[CH:26][CH:25]=2)=[CH:12][C:11]=1[F:30])(=[O:9])=[O:8].C([SiH](CC)CC)C.FC(F)(F)C(O)=O.